This data is from Reaction yield outcomes from USPTO patents with 853,638 reactions. The task is: Predict the reaction yield, written as a fraction of the theoretical maximum amount of product (1.0 means a 100% yield; for example, 0.34 means a 34% yield). (1) The reactants are Br[C:2]1[CH:3]=[C:4]([N:22]([CH2:29][CH3:30])[CH:23]2[CH2:28][CH2:27][O:26][CH2:25][CH2:24]2)[C:5]([CH3:21])=[C:6]([CH:20]=1)[C:7]([NH:9][CH2:10][C:11]1[C:12](=[O:19])[NH:13][C:14]([CH3:18])=[CH:15][C:16]=1[CH3:17])=[O:8].[CH:31]([C:33]1[N:38]=[CH:37][C:36](B(O)O)=[CH:35][CH:34]=1)=[O:32].C([O-])([O-])=O.[Na+].[Na+]. The catalyst is O1CCOCC1.O.O.C1C=CC([P]([Pd]([P](C2C=CC=CC=2)(C2C=CC=CC=2)C2C=CC=CC=2)([P](C2C=CC=CC=2)(C2C=CC=CC=2)C2C=CC=CC=2)[P](C2C=CC=CC=2)(C2C=CC=CC=2)C2C=CC=CC=2)(C2C=CC=CC=2)C2C=CC=CC=2)=CC=1. The product is [CH3:17][C:16]1[CH:15]=[C:14]([CH3:18])[NH:13][C:12](=[O:19])[C:11]=1[CH2:10][NH:9][C:7](=[O:8])[C:6]1[CH:20]=[C:2]([C:36]2[CH:37]=[N:38][C:33]([CH:31]=[O:32])=[CH:34][CH:35]=2)[CH:3]=[C:4]([N:22]([CH2:29][CH3:30])[CH:23]2[CH2:28][CH2:27][O:26][CH2:25][CH2:24]2)[C:5]=1[CH3:21]. The yield is 0.570. (2) The reactants are [CH3:1][C:2]([C:18]1[CH:23]=[CH:22][CH:21]=[CH:20][CH:19]=1)([CH2:13][CH:14]=[C:15]([CH3:17])[CH3:16])[C:3]([O:5]CC1C=CC=CC=1)=[O:4]. The catalyst is C(OCC)(=O)C.[Pd]. The product is [CH3:1][C:2]([C:18]1[CH:19]=[CH:20][CH:21]=[CH:22][CH:23]=1)([CH2:13][CH2:14][CH:15]([CH3:17])[CH3:16])[C:3]([OH:5])=[O:4]. The yield is 0.960. (3) The reactants are [CH3:1][O:2][C:3]([C:5]1[O:6][CH:7]=[CH:8][C:9]=1[NH:10]C(=O)OC(C)(C)C)=[O:4].FC(F)(F)C(O)=O. The catalyst is ClCCl. The product is [NH2:10][C:9]1[CH:8]=[CH:7][O:6][C:5]=1[C:3]([O:2][CH3:1])=[O:4]. The yield is 0.860. (4) The reactants are C(OC([NH:8][CH:9]1[CH2:12][CH:11]([O:13][C:14](=[O:21])[C:15]2[CH:20]=[CH:19][CH:18]=[CH:17][CH:16]=2)[CH2:10]1)=O)(C)(C)C.C(O)(C(F)(F)F)=O. The catalyst is C(Cl)Cl. The product is [NH2:8][CH:9]1[CH2:12][CH:11]([O:13][C:14](=[O:21])[C:15]2[CH:20]=[CH:19][CH:18]=[CH:17][CH:16]=2)[CH2:10]1. The yield is 0.940.